From a dataset of Full USPTO retrosynthesis dataset with 1.9M reactions from patents (1976-2016). Predict the reactants needed to synthesize the given product. (1) The reactants are: [NH:1]1[CH:5]=[C:4]([CH2:6][CH2:7][CH2:8][C:9]([OH:11])=O)[N:3]=[N:2]1.S(Cl)([Cl:14])=O. Given the product [NH:1]1[CH:5]=[C:4]([CH2:6][CH2:7][CH2:8][C:9]([Cl:14])=[O:11])[N:3]=[N:2]1, predict the reactants needed to synthesize it. (2) Given the product [F:26][C:25]([F:28])([F:27])[C:17]1[CH:16]=[C:15]([CH:20]=[C:19]([C:21]([F:24])([F:23])[F:22])[CH:18]=1)[CH2:14][N:7]([CH2:6][C:5]1[CH:29]=[C:30]([C:33]([F:36])([F:35])[F:34])[CH:31]=[CH:32][C:4]=1[CH:3]([O:2][CH3:1])[CH:37]1[CH2:38][CH2:39][N:40]([C:49](=[O:51])[CH3:50])[CH2:41][CH2:42]1)[C:8]1[N:9]=[N:10][N:11]([CH3:13])[N:12]=1, predict the reactants needed to synthesize it. The reactants are: [CH3:1][O:2][CH:3]([CH:37]1[CH2:42][CH2:41][NH:40][CH2:39][CH2:38]1)[C:4]1[CH:32]=[CH:31][C:30]([C:33]([F:36])([F:35])[F:34])=[CH:29][C:5]=1[CH2:6][N:7]([CH2:14][C:15]1[CH:20]=[C:19]([C:21]([F:24])([F:23])[F:22])[CH:18]=[C:17]([C:25]([F:28])([F:27])[F:26])[CH:16]=1)[C:8]1[N:9]=[N:10][N:11]([CH3:13])[N:12]=1.N1C=CC=CC=1.[C:49](Cl)(=[O:51])[CH3:50].